This data is from Reaction yield outcomes from USPTO patents with 853,638 reactions. The task is: Predict the reaction yield, written as a fraction of the theoretical maximum amount of product (1.0 means a 100% yield; for example, 0.34 means a 34% yield). The reactants are [CH2:1]([C@@:4]1([C:27]2[CH:32]=[CH:31][C:30]([F:33])=[CH:29][CH:28]=2)[O:9][C:8](=[O:10])[N:7]([C@H:11]([C:13]2[CH:18]=[CH:17][C:16]([C:19]3[C:20](=[O:26])[N:21]([CH3:25])[CH:22]=[CH:23][CH:24]=3)=[CH:15][CH:14]=2)[CH3:12])[CH2:6][CH2:5]1)[CH:2]=[CH2:3].C(BC(C(C)C)C)(C(C)C)C.C1C[O:48]CC1. No catalyst specified. The product is [F:33][C:30]1[CH:31]=[CH:32][C:27]([C@:4]2([CH2:1][CH2:2][CH2:3][OH:48])[O:9][C:8](=[O:10])[N:7]([C@H:11]([C:13]3[CH:14]=[CH:15][C:16]([C:19]4[C:20](=[O:26])[N:21]([CH3:25])[CH:22]=[CH:23][CH:24]=4)=[CH:17][CH:18]=3)[CH3:12])[CH2:6][CH2:5]2)=[CH:28][CH:29]=1. The yield is 0.300.